From a dataset of Full USPTO retrosynthesis dataset with 1.9M reactions from patents (1976-2016). Predict the reactants needed to synthesize the given product. (1) The reactants are: [O:1]=[C:2]1[CH2:7][O:6][C@H:5]2[CH2:8][CH2:9][CH2:10][CH2:11][C@@H:4]2[N:3]1[CH:12]1[CH2:17][CH2:16][N:15](C(OC(C)(C)C)=O)[CH2:14][CH2:13]1. Given the product [NH:15]1[CH2:14][CH2:13][CH:12]([N:3]2[C:2](=[O:1])[CH2:7][O:6][C@H:5]3[CH2:8][CH2:9][CH2:10][CH2:11][C@H:4]23)[CH2:17][CH2:16]1, predict the reactants needed to synthesize it. (2) Given the product [F:74]/[C:59](/[C:55]1[CH:56]=[C:57]([CH3:58])[N:53]([CH2:52][C:51]2[CH:50]=[C:49]([N:5]3[CH2:6][CH2:7][CH:2]([OH:1])[CH2:3][CH2:4]3)[CH:77]=[CH:76][CH:75]=2)[N:54]=1)=[CH:60]\[C:61]1[CH:66]=[CH:65][C:64]([C:67]([CH3:73])([CH3:72])[C:68]([F:70])([F:71])[F:69])=[CH:63][CH:62]=1, predict the reactants needed to synthesize it. The reactants are: [OH:1][CH:2]1[CH2:7][CH2:6][NH:5][CH2:4][CH2:3]1.C1(P(C2CCCCC2)C2C=CC=CC=2C2C(C(C)C)=CC(C(C)C)=CC=2C(C)C)CCCCC1.C(=O)([O-])[O-].[Cs+].[Cs+].Br[C:49]1[CH:50]=[C:51]([CH:75]=[CH:76][CH:77]=1)[CH2:52][N:53]1[C:57]([CH3:58])=[CH:56][C:55](/[C:59](/[F:74])=[CH:60]/[C:61]2[CH:66]=[CH:65][C:64]([C:67]([CH3:73])([CH3:72])[C:68]([F:71])([F:70])[F:69])=[CH:63][CH:62]=2)=[N:54]1. (3) Given the product [Br:11][C:9]1[N:10]=[C:5]([O:2][CH3:1])[C:6]([NH2:13])=[N:7][C:8]=1[Cl:12], predict the reactants needed to synthesize it. The reactants are: [CH3:1][O-:2].[Na+].Br[C:5]1[C:6]([NH2:13])=[N:7][C:8]([Cl:12])=[C:9]([Br:11])[N:10]=1. (4) The reactants are: [CH2:1]([C:9]1[NH:10][C:11]2[C:16]([CH:17]=1)=[CH:15][C:14]([C:18]#[N:19])=[CH:13][CH:12]=2)[CH2:2][CH2:3][CH2:4][CH2:5][CH2:6][CH2:7][CH3:8].[H-].[Na+].I[CH3:23]. Given the product [CH3:23][N:10]1[C:11]2[C:16](=[CH:15][C:14]([C:18]#[N:19])=[CH:13][CH:12]=2)[CH:17]=[C:9]1[CH2:1][CH2:2][CH2:3][CH2:4][CH2:5][CH2:6][CH2:7][CH3:8], predict the reactants needed to synthesize it. (5) Given the product [C:19]([O:18][C:16]([N:38]1[C:39]2[C:35](=[CH:34][C:33]([Br:32])=[CH:41][CH:40]=2)[CH:36]=[N:37]1)=[O:17])([CH3:20])([CH3:21])[CH3:22], predict the reactants needed to synthesize it. The reactants are: C(N(CC)CC)C.[C:16](O[C:16]([O:18][C:19]([CH3:22])([CH3:21])[CH3:20])=[O:17])([O:18][C:19]([CH3:22])([CH3:21])[CH3:20])=[O:17].CN(C1C=CC=CN=1)C.[Br:32][C:33]1[CH:34]=[C:35]2[C:39](=[CH:40][CH:41]=1)[NH:38][N:37]=[CH:36]2. (6) Given the product [F:8][C:3]([F:9])([S:4]([O:15][N:16]1[C:20](=[O:21])[C:19]2[C:18](=[CH:25][CH:24]=[CH:23][CH:22]=2)[C:17]1=[O:26])(=[O:6])=[O:5])[CH2:2][OH:1], predict the reactants needed to synthesize it. The reactants are: [OH:1][CH2:2][C:3]([F:9])([F:8])[S:4](Cl)(=[O:6])=[O:5].C(=O)([O-])O.[Na+].[OH:15][N:16]1[C:20](=[O:21])[C:19]2=[CH:22][CH:23]=[CH:24][CH:25]=[C:18]2[C:17]1=[O:26].O. (7) Given the product [C:19]([O:18][C:16](=[O:17])[CH2:15][CH:7]([P:3]([O:5][CH3:6])([O:2][CH3:1])=[O:4])[P:8]([O:10][CH3:11])([O:12][CH3:13])=[O:9])([CH3:22])([CH3:21])[CH3:20], predict the reactants needed to synthesize it. The reactants are: [CH3:1][O:2][P:3]([CH2:7][P:8]([O:12][CH3:13])([O:10][CH3:11])=[O:9])([O:5][CH3:6])=[O:4].Br[CH2:15][C:16]([O:18][C:19]([CH3:22])([CH3:21])[CH3:20])=[O:17].CC(C)([O-])C.[K+]. (8) Given the product [Cl:1][C:2]1[CH:3]=[C:4]2[C:8](=[CH:9][CH:10]=1)[N:7]([CH2:11][CH:12]([CH3:14])[CH3:13])[CH:6]=[C:5]2[C:15]1[S:16][CH:17]=[C:18]([C:20]([OH:22])=[O:21])[N:19]=1, predict the reactants needed to synthesize it. The reactants are: [Cl:1][C:2]1[CH:3]=[C:4]2[C:8](=[CH:9][CH:10]=1)[N:7]([CH2:11][CH:12]([CH3:14])[CH3:13])[CH:6]=[C:5]2[C:15]1[S:16][CH:17]=[C:18]([C:20]([O:22]CC)=[O:21])[N:19]=1.[OH-].[Na+].Cl. (9) Given the product [CH3:39][O:40][C:41]([CH:43]1[CH2:48][CH2:47][CH:46]([NH:49][C:36](=[O:38])[CH2:35][CH2:34][C:26]2[CH:27]=[C:28]([O:32][CH3:33])[C:29]([O:30][CH3:31])=[C:24]([O:23][CH3:22])[CH:25]=2)[CH2:45][CH2:44]1)=[O:42], predict the reactants needed to synthesize it. The reactants are: N#N.CCN=C=NCCCN(C)C.Cl.CCN(CC)CC.[CH3:22][O:23][C:24]1[CH:25]=[C:26]([CH2:34][CH2:35][C:36]([OH:38])=O)[CH:27]=[C:28]([O:32][CH3:33])[C:29]=1[O:30][CH3:31].[CH3:39][O:40][C:41]([C@H:43]1[CH2:48][CH2:47][C@@H:46]([NH2:49])[CH2:45][CH2:44]1)=[O:42]. (10) Given the product [Cl:1][C:2]1[C:7]([C:8]2[CH:13]=[CH:12][C:11]([F:14])=[CH:10][CH:9]=2)=[CH:6][N:5]2[N:16]=[C:17]([CH:19]3[CH2:21][CH2:20]3)[N:18]=[C:4]2[N:3]=1, predict the reactants needed to synthesize it. The reactants are: [Cl:1][C:2]1[C:7]([C:8]2[CH:13]=[CH:12][C:11]([F:14])=[CH:10][CH:9]=2)=[C:6](Cl)[N:5]2[N:16]=[C:17]([CH:19]3[CH2:21][CH2:20]3)[N:18]=[C:4]2[N:3]=1.O.C1COCC1.[NH4+].[Cl-].